Dataset: Full USPTO retrosynthesis dataset with 1.9M reactions from patents (1976-2016). Task: Predict the reactants needed to synthesize the given product. (1) Given the product [CH:24](/[C:37]1[CH:42]=[CH:41][C:40]([NH:43][C:10](=[O:12])[C:9]2[CH:13]=[CH:14][C:6]([NH:5][CH2:4][CH2:3][O:2][CH3:1])=[C:7]([S:15]([N:18]3[CH2:19][CH2:20][O:21][CH2:22][CH2:23]3)(=[O:17])=[O:16])[CH:8]=2)=[CH:39][C:38]=1[S:44]([OH:47])(=[O:45])=[O:46])=[CH:25]\[C:26]1[CH:31]=[CH:30][C:29]([NH:32][C:10](=[O:12])[C:9]2[CH:13]=[CH:14][C:6]([NH:5][CH2:4][CH2:3][O:2][CH3:1])=[C:7]([S:15]([N:18]3[CH2:23][CH2:22][O:21][CH2:20][CH2:19]3)(=[O:17])=[O:16])[CH:8]=2)=[CH:28][C:27]=1[S:33]([OH:36])(=[O:34])=[O:35], predict the reactants needed to synthesize it. The reactants are: [CH3:1][O:2][CH2:3][CH2:4][NH:5][C:6]1[CH:14]=[CH:13][C:9]([C:10]([OH:12])=O)=[CH:8][C:7]=1[S:15]([N:18]1[CH2:23][CH2:22][O:21][CH2:20][CH2:19]1)(=[O:17])=[O:16].[CH:24](/[C:37]1[CH:42]=[CH:41][C:40]([NH2:43])=[CH:39][C:38]=1[S:44]([OH:47])(=[O:46])=[O:45])=[CH:25]\[C:26]1[CH:31]=[CH:30][C:29]([NH2:32])=[CH:28][C:27]=1[S:33]([OH:36])(=[O:35])=[O:34]. (2) Given the product [Br:25][C:26]1[C:27]([C:28]([NH:1][C:2]2[CH:7]=[CH:6][C:5]([N:8]3[C:14](=[O:15])[CH2:13][C:12](=[O:16])[NH:11][C:10]4[C:17]5[C:22]([CH:23]=[CH:24][C:9]3=4)=[CH:21][CH:20]=[CH:19][CH:18]=5)=[CH:4][CH:3]=2)=[O:29])=[C:31]([O:35][CH3:36])[CH:32]=[CH:33][CH:34]=1, predict the reactants needed to synthesize it. The reactants are: [NH2:1][C:2]1[CH:7]=[CH:6][C:5]([N:8]2[C:14](=[O:15])[CH2:13][C:12](=[O:16])[NH:11][C:10]3[C:17]4[C:22]([CH:23]=[CH:24][C:9]2=3)=[CH:21][CH:20]=[CH:19][CH:18]=4)=[CH:4][CH:3]=1.[Br:25][C:26]1[CH:34]=[CH:33][CH:32]=[C:31]([O:35][CH3:36])[C:27]=1[C:28](Cl)=[O:29].O=C1CC(=O)N(C2C=CC(C(O)=O)=CC=2)C2C=CC3C(C=2N1)=CC=CC=3. (3) Given the product [CH3:25][O:24][C:3]1[CH:4]=[C:5]2[C:10](=[CH:11][C:2]=1[O:1][CH2:32][CH:34]1[CH2:35][O:36]1)[N:9]=[CH:8][CH:7]=[C:6]2[O:12][C:13]1[C:14]([CH3:23])=[N:15][C:16]2[C:21]([CH:22]=1)=[CH:20][CH:19]=[CH:18][N:17]=2, predict the reactants needed to synthesize it. The reactants are: [OH:1][C:2]1[CH:11]=[C:10]2[C:5]([C:6]([O:12][C:13]3[C:14]([CH3:23])=[N:15][C:16]4[C:21]([CH:22]=3)=[CH:20][CH:19]=[CH:18][N:17]=4)=[CH:7][CH:8]=[N:9]2)=[CH:4][C:3]=1[O:24][CH3:25].C(=O)([O-])[O-].[K+].[K+].[CH2:32]([CH:34]1[O:36][CH2:35]1)Br.O. (4) Given the product [C:1]([O:6][CH2:7][CH2:8][OH:9])(=[O:5])[C:2]([CH3:4])=[CH2:3].[CH3:10][N:11]([CH3:16])[C:12](=[O:15])[CH:13]=[CH2:14].[C:17]([OH:21])(=[O:20])[CH:18]=[CH2:19], predict the reactants needed to synthesize it. The reactants are: [C:1]([O:6][CH2:7][CH2:8][OH:9])(=[O:5])[C:2]([CH3:4])=[CH2:3].[CH3:10][N:11]([CH3:16])[C:12](=[O:15])[CH:13]=[CH2:14].[C:17]([OH:21])(=[O:20])[CH:18]=[CH2:19].N(C(C1NCCN=1)(C)C)=NC(C1NCCN=1)(C)C.SCCO.